This data is from Forward reaction prediction with 1.9M reactions from USPTO patents (1976-2016). The task is: Predict the product of the given reaction. Given the reactants [NH2:1][C:2]1[S:6][C:5]2[CH2:7][CH2:8][CH2:9][CH2:10][C:4]=2[C:3]=1[C:11]([C:13]1[CH:18]=[CH:17][CH:16]=[CH:15][C:14]=1[F:19])=O.[C:20]([O:27][CH3:28])(=[O:26])[CH2:21][CH2:22][C:23]([CH3:25])=O.Cl[Si](C)(C)C, predict the reaction product. The product is: [CH3:25][C:23]1[N:1]=[C:2]2[S:6][C:5]3[CH2:7][CH2:8][CH2:9][CH2:10][C:4]=3[C:3]2=[C:11]([C:13]2[CH:18]=[CH:17][CH:16]=[CH:15][C:14]=2[F:19])[C:22]=1[CH2:21][C:20]([O:27][CH3:28])=[O:26].